This data is from Reaction yield outcomes from USPTO patents with 853,638 reactions. The task is: Predict the reaction yield, written as a fraction of the theoretical maximum amount of product (1.0 means a 100% yield; for example, 0.34 means a 34% yield). (1) The reactants are C([O:8][CH2:9][CH:10]1[CH2:14][CH2:13][N:12]([CH3:15])[C:11]1=[O:16])C1C=CC=CC=1. The catalyst is CO.[C].[Pd]. The product is [OH:8][CH2:9][CH:10]1[CH2:14][CH2:13][N:12]([CH3:15])[C:11]1=[O:16]. The yield is 0.640. (2) The reactants are [NH2:1][C:2]1[C:7]2=[CH:8][CH:9]=[C:10]([CH:11]=O)[N:6]2[N:5]=[CH:4][N:3]=1.[NH:13]1[CH2:18][CH2:17][O:16][CH2:15][CH2:14]1.C(O[BH-](OC(=O)C)OC(=O)C)(=O)C.[Na+]. No catalyst specified. The product is [N:13]1([CH2:11][C:10]2[N:6]3[C:7]([C:2]([NH2:1])=[N:3][CH:4]=[N:5]3)=[CH:8][CH:9]=2)[CH2:18][CH2:17][O:16][CH2:15][CH2:14]1. The yield is 0.200. (3) The reactants are [F:1][C:2]1[C:7]([C:8]2[CH:9]=[C:10]3[C:15](=[C:16]([O:18][CH3:19])[CH:17]=2)[N:14]=[C:13]([C:20]2[CH:28]=[CH:27][CH:26]=[C:25]4[C:21]=2[CH:22]=[N:23][N:24]4C2CCCCO2)[N:12]=[C:11]3[N:35]2[CH2:40][CH2:39][O:38][CH2:37][CH2:36]2)=[CH:6][CH:5]=[CH:4][C:3]=1[NH:41][S:42]([CH2:45][CH2:46][CH3:47])(=[O:44])=[O:43].FC(F)(F)C(O)=O. The catalyst is ClCCl. The product is [NH:24]1[C:25]2[C:21](=[C:20]([C:13]3[N:12]=[C:11]([N:35]4[CH2:40][CH2:39][O:38][CH2:37][CH2:36]4)[C:10]4[C:15](=[C:16]([O:18][CH3:19])[CH:17]=[C:8]([C:7]5[C:2]([F:1])=[C:3]([NH:41][S:42]([CH2:45][CH2:46][CH3:47])(=[O:44])=[O:43])[CH:4]=[CH:5][CH:6]=5)[CH:9]=4)[N:14]=3)[CH:28]=[CH:27][CH:26]=2)[CH:22]=[N:23]1. The yield is 0.140. (4) The reactants are [H-].[Na+].[OH:3][C:4]1[CH:9]=[CH:8][C:7]([CH2:10][CH2:11][CH2:12][CH2:13][N:14]2[C:18](=[O:19])[C:17]3=[CH:20][CH:21]=[CH:22][CH:23]=[C:16]3[C:15]2=[O:24])=[CH:6][CH:5]=1.[CH3:25][N:26]([CH3:30])[C:27](Cl)=[S:28].CO. The catalyst is CN(C=O)C. The product is [CH3:25][N:26]([CH3:30])[C:27]([O:3][C:4]1[CH:5]=[CH:6][C:7]([CH2:10][CH2:11][CH2:12][CH2:13][N:14]2[C:18](=[O:19])[C:17]3=[CH:20][CH:21]=[CH:22][CH:23]=[C:16]3[C:15]2=[O:24])=[CH:8][CH:9]=1)=[S:28]. The yield is 0.590.